Task: Predict the product of the given reaction.. Dataset: Forward reaction prediction with 1.9M reactions from USPTO patents (1976-2016) Given the reactants [CH3:1][N:2]1[C:10]2[C:5](=[CH:6][CH:7]=[C:8]([N:11]3[CH2:19][C:18]4[C:13](=[CH:14][CH:15]=[CH:16][C:17]=4[N+:20]([O-])=O)[C:12]3=[O:23])[CH:9]=2)[CH:4]=[CH:3]1, predict the reaction product. The product is: [NH2:20][C:17]1[CH:16]=[CH:15][CH:14]=[C:13]2[C:18]=1[CH2:19][N:11]([C:8]1[CH:9]=[C:10]3[C:5]([CH:4]=[CH:3][N:2]3[CH3:1])=[CH:6][CH:7]=1)[C:12]2=[O:23].